From a dataset of Catalyst prediction with 721,799 reactions and 888 catalyst types from USPTO. Predict which catalyst facilitates the given reaction. The catalyst class is: 579. Product: [CH3:20][N:19]1[C:15]([C:12]2[CH:13]=[CH:14][C:9]([OH:8])=[CH:10][CH:11]=2)=[CH:16][C:17]([CH3:21])=[N:18]1.[CH3:42][N:38]1[C:39]([CH3:41])=[CH:40][C:36]([C:33]2[CH:34]=[CH:35][C:30]([OH:29])=[CH:31][CH:32]=2)=[N:37]1. Reactant: C([O:8][C:9]1[CH:14]=[CH:13][C:12]([C:15]2[N:19]([CH3:20])[N:18]=[C:17]([CH3:21])[CH:16]=2)=[CH:11][CH:10]=1)C1C=CC=CC=1.C([O:29][C:30]1[CH:35]=[CH:34][C:33]([C:36]2[CH:40]=[C:39]([CH3:41])[N:38]([CH3:42])[N:37]=2)=[CH:32][CH:31]=1)C1C=CC=CC=1.